Dataset: Full USPTO retrosynthesis dataset with 1.9M reactions from patents (1976-2016). Task: Predict the reactants needed to synthesize the given product. (1) Given the product [F:1][C:2]([F:26])([F:27])[C@H:3]1[CH2:8][CH2:7][C@H:6]([NH:9][C:10]([C:11]2[C:12]([O:20][CH2:21][CH:22]([F:23])[F:24])=[CH:13][C:14]3[N:18]([CH3:19])[C:44]([NH:43][C:42]4[C:41]([CH3:46])=[CH:40][CH:39]=[C:30]([CH2:31][NH:32][C:33](=[O:38])[C:34]([CH3:37])([CH3:36])[CH3:35])[C:29]=4[CH3:28])=[N:17][C:15]=3[CH:16]=2)=[O:25])[CH2:5][CH2:4]1, predict the reactants needed to synthesize it. The reactants are: [F:1][C:2]([F:27])([F:26])[C@H:3]1[CH2:8][CH2:7][C@H:6]([NH:9][C:10](=[O:25])[C:11]2[CH:16]=[C:15]([NH2:17])[C:14]([NH:18][CH3:19])=[CH:13][C:12]=2[O:20][CH2:21][CH:22]([F:24])[F:23])[CH2:5][CH2:4]1.[CH3:28][C:29]1[C:42]([N:43]=[C:44]=S)=[C:41]([CH3:46])[CH:40]=[CH:39][C:30]=1[CH2:31][NH:32][C:33](=[O:38])[C:34]([CH3:37])([CH3:36])[CH3:35].CC(C)N=C=NC(C)C. (2) Given the product [O:25]=[C:19]1[CH:18]([N:12]2[CH2:11][C:10]3[C:14](=[CH:15][CH:16]=[C:8]([CH2:7][NH:6][C:26](=[O:33])[C:27]4[CH:32]=[CH:31][CH:30]=[CH:29][CH:28]=4)[CH:9]=3)[C:13]2=[O:17])[CH2:23][CH2:22][C:21](=[O:24])[NH:20]1, predict the reactants needed to synthesize it. The reactants are: CS(O)(=O)=O.[NH2:6][CH2:7][C:8]1[CH:9]=[C:10]2[C:14](=[CH:15][CH:16]=1)[C:13](=[O:17])[N:12]([CH:18]1[CH2:23][CH2:22][C:21](=[O:24])[NH:20][C:19]1=[O:25])[CH2:11]2.[C:26](Cl)(=[O:33])[C:27]1[CH:32]=[CH:31][CH:30]=[CH:29][CH:28]=1.C(N(CC)CC)C.Cl. (3) Given the product [Cl:1][C:2]1[CH:3]=[C:4]([CH:21]=[CH:22][C:23]=1[Cl:24])[CH2:5][N:6]1[CH2:7][CH2:8][CH:9]([NH:12][C:13](=[O:20])[CH2:14][CH2:15][C:16]2[O:17][C:26]([NH:25][C:28]3[CH:37]=[CH:36][C:31]([C:32]([O:34][CH3:35])=[O:33])=[CH:30][CH:29]=3)=[N:19][N:18]=2)[CH2:10][CH2:11]1, predict the reactants needed to synthesize it. The reactants are: [Cl:1][C:2]1[CH:3]=[C:4]([CH:21]=[CH:22][C:23]=1[Cl:24])[CH2:5][N:6]1[CH2:11][CH2:10][CH:9]([NH:12][C:13](=[O:20])[CH2:14][CH2:15][C:16]([NH:18][NH2:19])=[O:17])[CH2:8][CH2:7]1.[N:25]([C:28]1[CH:37]=[CH:36][C:31]([C:32]([O:34][CH3:35])=[O:33])=[CH:30][CH:29]=1)=[C:26]=S. (4) Given the product [Cl:21][C:5]1[N:6]=[C:7]([CH3:8])[C:2]([CH3:1])=[CH:3][CH:4]=1, predict the reactants needed to synthesize it. The reactants are: [CH3:1][C:2]1[CH:3]=[CH:4][C:5](=O)[NH:6][C:7]=1[CH3:8].CN(C)C1C=CC=CC=1.O=P(Cl)(Cl)[Cl:21]. (5) Given the product [CH3:38][N:39]1[CH2:40][CH2:41][N:42]([C:45]([O:47][C:48]2[C:49]3[CH:62]=[CH:61][CH:60]=[CH:59][C:50]=3[C:51]3[C@H:52]([CH2:57][Cl:58])[CH2:53][N:54]([C:23](=[O:24])[CH2:22][CH2:21][CH2:20][CH2:19][CH2:18][O:17][C:16]4[CH:26]=[C:27]([NH:28][C:29]([O:31][C:32]([CH3:35])([CH3:34])[CH3:33])=[O:30])[C:13]([C:11]([N:7]5[CH2:8][CH2:9][CH2:10][C@H:6]5[CH2:5][O:4][C:1](=[O:3])[CH3:2])=[O:12])=[CH:14][C:15]=4[O:36][CH3:37])[C:55]=3[CH:56]=2)=[O:46])[CH2:43][CH2:44]1, predict the reactants needed to synthesize it. The reactants are: [C:1]([O:4][CH2:5][C@@H:6]1[CH2:10][CH2:9][CH2:8][N:7]1[C:11]([C:13]1[C:27]([NH:28][C:29]([O:31][C:32]([CH3:35])([CH3:34])[CH3:33])=[O:30])=[CH:26][C:16]([O:17][CH2:18][CH2:19][CH2:20][CH2:21][CH2:22][C:23](O)=[O:24])=[C:15]([O:36][CH3:37])[CH:14]=1)=[O:12])(=[O:3])[CH3:2].[CH3:38][N:39]1[CH2:44][CH2:43][N:42]([C:45]([O:47][C:48]2[C:49]3[CH:62]=[CH:61][CH:60]=[CH:59][C:50]=3[C:51]3[C@H:52]([CH2:57][Cl:58])[CH2:53][NH:54][C:55]=3[CH:56]=2)=[O:46])[CH2:41][CH2:40]1.Cl.O1CCOCC1.CCN=C=NCCCN(C)C.Cl.CC1C=CC(S(O)(=O)=O)=CC=1.